The task is: Predict the reaction yield, written as a fraction of the theoretical maximum amount of product (1.0 means a 100% yield; for example, 0.34 means a 34% yield).. This data is from Reaction yield outcomes from USPTO patents with 853,638 reactions. (1) The reactants are N1C2C(=CC=C3C=2N=CC=C3)C=CC=1.C([O-])([O-])=O.[Cs+].[Cs+].[CH2:21]([OH:28])[C:22]1[CH:27]=[CH:26][CH:25]=[CH:24][CH:23]=1.[Br:29][C:30]1[CH:35]=[CH:34][CH:33]=[CH:32][C:31]=1I. The catalyst is [Cu]I.C1(C)C=CC=CC=1. The product is [Br:29][C:30]1[CH:35]=[CH:34][CH:33]=[CH:32][C:31]=1[O:28][CH2:21][C:22]1[CH:27]=[CH:26][CH:25]=[CH:24][CH:23]=1. The yield is 0.710. (2) The reactants are [NH2:1][C:2]1[CH:10]=[CH:9][CH:8]=[C:7]2[C:3]=1[C:4](=[O:20])[N:5]([CH:12]1[CH2:17][CH2:16][C:15](=[O:18])[NH:14][C:13]1=[O:19])[C:6]2=[O:11].[Cl:21][C:22]1[CH:23]=[C:24]([CH:28]=[CH:29][CH:30]=1)[C:25](Cl)=[O:26].CO. The catalyst is C1COCC1.C(OCC)C. The product is [Cl:21][C:22]1[CH:23]=[C:24]([CH:28]=[CH:29][CH:30]=1)[C:25]([NH:1][C:2]1[CH:10]=[CH:9][CH:8]=[C:7]2[C:3]=1[C:4](=[O:20])[N:5]([CH:12]1[CH2:17][CH2:16][C:15](=[O:18])[NH:14][C:13]1=[O:19])[C:6]2=[O:11])=[O:26]. The yield is 1.00. (3) The product is [Si:52]([O:51][C@H:50]([C:59]1[CH:68]=[CH:67][C:66]([OH:69])=[C:65]2[C:60]=1[CH:61]=[CH:62][C:63](=[O:70])[NH:64]2)[CH2:49][NH:48][CH2:2][CH2:3][CH2:4][C:5]#[C:6][C:7]1[CH:8]=[C:9]([NH:13][C:14]([C:16]2[CH:17]=[C:18]([S:22]([C:25]3[CH:26]=[C:27]4[C:32](=[C:33]([CH3:35])[CH:34]=3)[N:31]=[CH:30][C:29]([C:36]([NH2:38])=[O:37])=[C:28]4[NH:39][C:40]3[CH:45]=[CH:44][CH:43]=[C:42]([O:46][CH3:47])[CH:41]=3)(=[O:24])=[O:23])[CH:19]=[CH:20][CH:21]=2)=[O:15])[CH:10]=[CH:11][CH:12]=1)([C:55]([CH3:58])([CH3:57])[CH3:56])([CH3:54])[CH3:53]. The catalyst is CN(C=O)C. The yield is 0.610. The reactants are Br[CH2:2][CH2:3][CH2:4][C:5]#[C:6][C:7]1[CH:8]=[C:9]([NH:13][C:14]([C:16]2[CH:17]=[C:18]([S:22]([C:25]3[CH:26]=[C:27]4[C:32](=[C:33]([CH3:35])[CH:34]=3)[N:31]=[CH:30][C:29]([C:36]([NH2:38])=[O:37])=[C:28]4[NH:39][C:40]3[CH:45]=[CH:44][CH:43]=[C:42]([O:46][CH3:47])[CH:41]=3)(=[O:24])=[O:23])[CH:19]=[CH:20][CH:21]=2)=[O:15])[CH:10]=[CH:11][CH:12]=1.[NH2:48][CH2:49][C@@H:50]([C:59]1[CH:68]=[CH:67][C:66]([OH:69])=[C:65]2[C:60]=1[CH:61]=[CH:62][C:63](=[O:70])[NH:64]2)[O:51][Si:52]([C:55]([CH3:58])([CH3:57])[CH3:56])([CH3:54])[CH3:53].C(N(CC)C(C)C)(C)C.[I-].[K+].